Dataset: Catalyst prediction with 721,799 reactions and 888 catalyst types from USPTO. Task: Predict which catalyst facilitates the given reaction. (1) The catalyst class is: 125. Reactant: [CH2:1]([O:8][C:9]1[C:14](=[O:15])[CH:13]=[CH:12]O[C:10]=1[CH3:16])[C:2]1[CH:7]=[CH:6][CH:5]=[CH:4][CH:3]=1.[CH2:17]([NH2:20])[CH2:18][CH3:19].[OH-].[Na+]. Product: [CH2:1]([O:8][C:9]1[C:14](=[O:15])[CH:13]=[CH:12][N:20]([CH2:17][CH2:18][CH3:19])[C:10]=1[CH3:16])[C:2]1[CH:3]=[CH:4][CH:5]=[CH:6][CH:7]=1. (2) Reactant: [CH:1]1[C:13]2[N:12]([C:14]3[CH:18]=[CH:17][S:16][C:15]=3[C:19](O)([CH3:21])[CH3:20])[C:11]3[C:6](=[CH:7][CH:8]=[CH:9][CH:10]=3)[C:5]=2[CH:4]=[CH:3][CH:2]=1.CS(O)(=O)=O.O. Product: [CH3:20][C:19]1([CH3:21])[C:10]2[C:11]3[N:12]([C:13]4[CH:1]=[CH:2][CH:3]=[CH:4][C:5]=4[C:6]=3[CH:7]=[CH:8][CH:9]=2)[C:14]2[CH:18]=[CH:17][S:16][C:15]1=2. The catalyst class is: 11. (3) Reactant: [N+:1]([C:4]1[CH:9]=[CH:8][C:7]([N:10]2[CH2:15][CH2:14][N:13]([CH:16]([C:21]3[CH:26]=[CH:25][CH:24]=[CH:23][CH:22]=3)[C:17]([O:19]C)=[O:18])[CH2:12][CH2:11]2)=[CH:6][CH:5]=1)([O-:3])=[O:2].[OH-].[K+]. Product: [OH2:2].[N+:1]([C:4]1[CH:5]=[CH:6][C:7]([N:10]2[CH2:11][CH2:12][N:13]([CH:16]([C:21]3[CH:22]=[CH:23][CH:24]=[CH:25][CH:26]=3)[C:17]([OH:19])=[O:18])[CH2:14][CH2:15]2)=[CH:8][CH:9]=1)([O-:3])=[O:2]. The catalyst class is: 8. (4) Reactant: [OH-:1].[Na+].[N+]([C:6]1C=CC=C[C:7]=1[C:8]([O-:10])=O)([O-])=O.[CH2:15]([O:22][C:23]([NH:25][C@@H:26]([CH2:34][SH:35])[C:27]([O:29][C:30]([CH3:33])([CH3:32])[CH3:31])=[O:28])=[O:24])[C:16]1[CH:21]=[CH:20][CH:19]=[CH:18][CH:17]=1. Product: [CH2:15]([O:22][C:23]([NH:25][C@@H:26]([CH2:34][S:35][CH2:6][C@@H:7]([OH:1])[CH2:8][OH:10])[C:27]([O:29][C:30]([CH3:31])([CH3:32])[CH3:33])=[O:28])=[O:24])[C:16]1[CH:17]=[CH:18][CH:19]=[CH:20][CH:21]=1. The catalyst class is: 218. (5) Reactant: C(=O)(O)[O-].[Na+].[N:6]#[C:7]Br.[Si:9]([O:16][CH2:17][CH2:18][NH:19][C:20]1[CH:25]=[CH:24][C:23]([N:26]2[CH2:31][CH2:30][C:29]3[C:32]([C:43]([NH2:45])=[O:44])=[N:33][N:34]([C:35]4[CH:40]=[CH:39][C:38]([O:41][CH3:42])=[CH:37][CH:36]=4)[C:28]=3[C:27]2=[O:46])=[CH:22][CH:21]=1)([C:12]([CH3:15])([CH3:14])[CH3:13])([CH3:11])[CH3:10].O.ClCCl. Product: [Si:9]([O:16][CH2:17][CH2:18][N:19]([C:7]#[N:6])[C:20]1[CH:21]=[CH:22][C:23]([N:26]2[CH2:31][CH2:30][C:29]3[C:32]([C:43]([NH2:45])=[O:44])=[N:33][N:34]([C:35]4[CH:40]=[CH:39][C:38]([O:41][CH3:42])=[CH:37][CH:36]=4)[C:28]=3[C:27]2=[O:46])=[CH:24][CH:25]=1)([C:12]([CH3:15])([CH3:13])[CH3:14])([CH3:10])[CH3:11]. The catalyst class is: 7. (6) Reactant: [H-].[Na+].[CH3:3][O:4][CH2:5][C@H:6]1[CH2:10][CH2:9][CH2:8][N:7]1[C:11]([C:13]1[S:21][C:20]2[C:15](=[N:16][CH:17]=[CH:18][C:19]=2[O:22][C:23]2[CH:24]=[C:25]3[C:29](=[CH:30][CH:31]=2)[NH:28][C:27]([CH3:32])=[CH:26]3)[CH:14]=1)=[O:12].[CH2:33](I)[CH3:34]. Product: [CH2:33]([N:28]1[C:29]2[C:25](=[CH:24][C:23]([O:22][C:19]3[CH:18]=[CH:17][N:16]=[C:15]4[CH:14]=[C:13]([C:11]([N:7]5[CH2:8][CH2:9][CH2:10][C@@H:6]5[CH2:5][O:4][CH3:3])=[O:12])[S:21][C:20]=34)=[CH:31][CH:30]=2)[CH:26]=[C:27]1[CH3:32])[CH3:34]. The catalyst class is: 3. (7) Reactant: C1C=C[NH+]=CC=1.[O-][Cr](Cl)(=O)=O.[OH:12][CH2:13][CH2:14][CH2:15][CH2:16][CH2:17][C:18]([O:20][CH2:21][CH3:22])=[O:19].CCOC(C)=O. Product: [O:12]=[CH:13][CH2:14][CH2:15][CH2:16][CH2:17][C:18]([O:20][CH2:21][CH3:22])=[O:19]. The catalyst class is: 2. (8) Reactant: [OH:1][C:2]1[C:12]([NH:13][C:14]2[C:17](=[O:18])[C:16](=[O:19])[C:15]=2[NH:20][C@@H:21]([CH:24]2[CH2:28][CH2:27][CH:26]([CH3:29])[O:25]2)[CH2:22][CH3:23])=[CH:11][CH:10]=[CH:9][C:3]=1[C:4]([N:6]([CH3:8])[CH3:7])=[O:5]. Product: [OH:1][C:2]1[C:12]([NH:13][C:14]2[C:17](=[O:18])[C:16](=[O:19])[C:15]=2[NH:20][C@@H:21]([C@H:24]2[CH2:28][CH2:27][C@H:26]([CH3:29])[O:25]2)[CH2:22][CH3:23])=[CH:11][CH:10]=[CH:9][C:3]=1[C:4]([N:6]([CH3:8])[CH3:7])=[O:5]. The catalyst class is: 144. (9) Reactant: [CH3:1][C:2]1[CH:8]=[CH:7][C:5]([NH2:6])=[C:4]([N+:9]([O-:11])=[O:10])[CH:3]=1.[Br:12]Br.O. Product: [Br:12][C:7]1[CH:8]=[C:2]([CH3:1])[CH:3]=[C:4]([N+:9]([O-:11])=[O:10])[C:5]=1[NH2:6]. The catalyst class is: 15.